Dataset: Retrosynthesis with 50K atom-mapped reactions and 10 reaction types from USPTO. Task: Predict the reactants needed to synthesize the given product. (1) The reactants are: CNC(=O)c1ccccc1S.Ic1ccc2c(I)n[nH]c2c1. Given the product CNC(=O)c1ccccc1Sc1ccc2c(I)n[nH]c2c1, predict the reactants needed to synthesize it. (2) Given the product CC(C)(C)OC(=O)C(C)(C)CNC(=O)c1ncc2c(cc(-c3ccccc3)c(=O)n2Cc2ccccc2)c1O, predict the reactants needed to synthesize it. The reactants are: CC(C)(C)OC(=O)C(C)(C)CN.COC(=O)c1ncc2c(cc(-c3ccccc3)c(=O)n2Cc2ccccc2)c1O. (3) Given the product CC(C)=CCNC(=O)c1ccc([N+](=O)[O-])o1, predict the reactants needed to synthesize it. The reactants are: CC(C)=CCN.O=C(O)c1ccc([N+](=O)[O-])o1. (4) Given the product CCC(CCn1ccc(-c2ccccc2)cc1=O)(C(=O)NO)S(C)(=O)=O, predict the reactants needed to synthesize it. The reactants are: CCC(CCn1ccc(-c2ccccc2)cc1=O)(C(=O)NOC1CCCCO1)S(C)(=O)=O. (5) The reactants are: BrCC1CCCO1.O=Cc1ccc(O)cc1. Given the product O=Cc1ccc(OCC2CCCO2)cc1, predict the reactants needed to synthesize it. (6) Given the product CS(=O)(=O)c1ccc(C(=O)CC(=O)C2CC2)c(F)c1, predict the reactants needed to synthesize it. The reactants are: CC(C)(C)OC(=O)C(C(=O)c1ccc(S(C)(=O)=O)cc1F)C(=O)C1CC1. (7) Given the product O=c1cc(OCc2ccc(Cl)cn2)ccn1-c1ccc(I)nc1, predict the reactants needed to synthesize it. The reactants are: ICI.Nc1ccc(-n2ccc(OCc3ccc(Cl)cn3)cc2=O)cn1. (8) Given the product COC(=O)[C@H](Cc1ccc(C=O)cc1)NC(=O)c1c(Cl)cccc1Cl, predict the reactants needed to synthesize it. The reactants are: COC(=O)[C@@H](N)Cc1ccc(C=O)cc1.O=C(O)c1c(Cl)cccc1Cl. (9) Given the product CN(CC1CCCN1)S(C)(=O)=O, predict the reactants needed to synthesize it. The reactants are: CN(CC1CCCN1C(=O)OC(C)(C)C)S(C)(=O)=O. (10) Given the product COC(=O)c1ccc(Cn2cc(-c3ccc(Cl)cc3Cl)nc2Cc2ccc(-c3ccc(Oc4ccc(C(F)(F)F)cc4)cc3)cc2)cc1, predict the reactants needed to synthesize it. The reactants are: COC(=O)c1ccc(Cn2cc(-c3ccc(Cl)cc3Cl)nc2Cc2ccc(-c3ccc(O)cc3)cc2)cc1.OB(O)c1ccc(C(F)(F)F)cc1.